This data is from Forward reaction prediction with 1.9M reactions from USPTO patents (1976-2016). The task is: Predict the product of the given reaction. (1) Given the reactants [CH3:1][CH:2]1[CH2:7][CH:6]([CH3:8])[CH2:5][N:4]([C:9]2[N:14]=[C:13]([CH3:15])[C:12]([CH:16]([CH2:21][CH2:22][CH3:23])[C:17]([O:19]C)=[O:18])=[C:11]([C:24]3[CH:29]=[CH:28][C:27]([CH3:30])=[CH:26][CH:25]=3)[N:10]=2)[CH2:3]1.[OH-].[Na+], predict the reaction product. The product is: [CH3:1][CH:2]1[CH2:7][CH:6]([CH3:8])[CH2:5][N:4]([C:9]2[N:14]=[C:13]([CH3:15])[C:12]([CH:16]([CH2:21][CH2:22][CH3:23])[C:17]([OH:19])=[O:18])=[C:11]([C:24]3[CH:25]=[CH:26][C:27]([CH3:30])=[CH:28][CH:29]=3)[N:10]=2)[CH2:3]1. (2) Given the reactants [Br:1][C:2]1[CH:7]=[CH:6][C:5]([C:8]([F:11])([F:10])[F:9])=[CH:4][C:3]=1I.[N:13]1[CH:18]=[CH:17][CH:16]=[C:15](B(O)O)[CH:14]=1.C(=O)([O-])[O-].[K+].[K+], predict the reaction product. The product is: [Br:1][C:2]1[CH:7]=[CH:6][C:5]([C:8]([F:11])([F:10])[F:9])=[CH:4][C:3]=1[C:15]1[CH:14]=[N:13][CH:18]=[CH:17][CH:16]=1. (3) The product is: [C:1]1([OH:7])[CH:6]=[CH:5][CH:4]=[CH:3][CH:2]=1.[CH:1](=[O:7])[C:6]1[O:8][CH:3]=[CH:4][CH:5]=1. Given the reactants [C:1]1([OH:7])[CH:6]=[CH:5][CH:4]=[CH:3][CH:2]=1.[OH2:8], predict the reaction product. (4) Given the reactants Br[C:2]1[CH:7]=[CH:6][C:5]([CH:8]([CH2:11][C:12]2[CH:17]=[CH:16][C:15]([O:18][CH2:19][CH2:20][O:21][C:22]3[C:27]([Cl:28])=[CH:26][C:25]([CH3:29])=[CH:24][C:23]=3[Cl:30])=[CH:14][CH:13]=2)[C:9]#[N:10])=[C:4]([C:31]([F:34])([F:33])[F:32])[CH:3]=1.[CH3:35][O:36][CH2:37][CH2:38][CH2:39][C:40]1[CH:45]=[CH:44][CH:43]=[CH:42][C:41]=1B(O)O, predict the reaction product. The product is: [Cl:30][C:23]1[CH:24]=[C:25]([CH3:29])[CH:26]=[C:27]([Cl:28])[C:22]=1[O:21][CH2:20][CH2:19][O:18][C:15]1[CH:16]=[CH:17][C:12]([CH2:11][CH:8]([C:5]2[CH:6]=[CH:7][C:2]([C:45]3[CH:44]=[CH:43][CH:42]=[CH:41][C:40]=3[CH2:39][CH2:38][CH2:37][O:36][CH3:35])=[CH:3][C:4]=2[C:31]([F:34])([F:33])[F:32])[C:9]#[N:10])=[CH:13][CH:14]=1. (5) Given the reactants [F:1][C:2]1[CH:3]=[C:4]([C:12]([OH:15])([CH3:14])[CH3:13])[CH:5]=[CH:6][C:7]=1[CH:8]=[CH:9][O:10]C.Cl, predict the reaction product. The product is: [F:1][C:2]1[CH:3]=[C:4]([C:12]([OH:15])([CH3:14])[CH3:13])[CH:5]=[CH:6][C:7]=1[CH2:8][CH:9]=[O:10]. (6) Given the reactants [H-].[Al+3].[Li+].[H-].[H-].[H-].[Br:7][C:8]1[CH:13]=[CH:12][C:11]([NH:14][CH:15]([C:18]2[CH:23]=[CH:22][C:21]([Cl:24])=[CH:20][CH:19]=2)[C:16]#[N:17])=[CH:10][CH:9]=1.Cl, predict the reaction product. The product is: [Br:7][C:8]1[CH:13]=[CH:12][C:11]([NH:14][CH:15]([C:18]2[CH:19]=[CH:20][C:21]([Cl:24])=[CH:22][CH:23]=2)[CH2:16][NH2:17])=[CH:10][CH:9]=1.